Predict the product of the given reaction. From a dataset of Forward reaction prediction with 1.9M reactions from USPTO patents (1976-2016). (1) Given the reactants ClC1C=C(C=CC=1)CN1C(C(O)=O)=CC2SC(C3C=CC(OC(C)C)=CC=3)=C(C)C1=2.C([O:33][C:34]([C:36]1[NH:40][C:39]2[C:41]([C:45]3[CH:50]=[CH:49][C:48]([C:51]([CH3:54])([CH3:53])[CH3:52])=[CH:47][CH:46]=3)=[C:42]([I:44])[S:43][C:38]=2[C:37]=1[I:55])=[O:35])C.[O:56]([C:63]1[CH:64]=[C:65]([CH:68]=[CH:69][CH:70]=1)[CH2:66]Br)[C:57]1[CH:62]=[CH:61][CH:60]=[CH:59][CH:58]=1, predict the reaction product. The product is: [C:51]([C:48]1[CH:47]=[CH:46][C:45]([C:41]2[C:39]3[N:40]([CH2:66][C:65]4[CH:68]=[CH:69][CH:70]=[C:63]([O:56][C:57]5[CH:62]=[CH:61][CH:60]=[CH:59][CH:58]=5)[CH:64]=4)[C:36]([C:34]([OH:33])=[O:35])=[C:37]([I:55])[C:38]=3[S:43][C:42]=2[I:44])=[CH:50][CH:49]=1)([CH3:54])([CH3:52])[CH3:53]. (2) The product is: [N+:1]([C:4]1[CH:5]=[CH:6][C:7]([C:8]([O:10][C:19]2[CH:20]=[CH:21][C:16]([N+:13]([O-:15])=[O:14])=[CH:17][CH:18]=2)=[O:9])=[CH:11][CH:12]=1)([O-:3])=[O:2]. Given the reactants [N+:1]([C:4]1[CH:12]=[CH:11][C:7]([C:8]([OH:10])=[O:9])=[CH:6][CH:5]=1)([O-:3])=[O:2].[N+:13]([C:16]1[CH:21]=[CH:20][C:19](O)=[CH:18][CH:17]=1)([O-:15])=[O:14], predict the reaction product. (3) Given the reactants C(C1C=CC(N[C:11]2[N:16]=[C:15]([NH:17][CH2:18][CH2:19][CH3:20])[C:14]([C:21]([NH:23]CCCNC(=O)OC(C)(C)C)=[O:22])=[CH:13][N:12]=2)=CC=1)(=O)N, predict the reaction product. The product is: [CH2:18]([NH:17][C:15]1[C:14]([C:21]([NH2:23])=[O:22])=[CH:13][N:12]=[CH:11][N:16]=1)[CH2:19][CH3:20]. (4) Given the reactants CS(OC1CCN(C(OC(C)(C)C)=O)CC1)(=O)=O.[CH3:19][C:20]1[N:24]=[CH:23][N:22]([CH:25]2[CH2:30][CH2:29][N:28](C(OC(C)(C)C)=O)[CH2:27][CH2:26]2)[N:21]=1, predict the reaction product. The product is: [CH3:19][C:20]1[N:24]=[CH:23][N:22]([CH:25]2[CH2:30][CH2:29][NH:28][CH2:27][CH2:26]2)[N:21]=1. (5) Given the reactants Br[C:2]1[CH:3]=[CH:4][C:5]2[O:10][CH2:9][CH:8]([CH2:11][OH:12])[O:7][C:6]=2[CH:13]=1.[CH3:14][S:15]([O-:17])=[O:16].[Na+].N1CCC[C@H]1C(O)=O.C([O-])([O-])=O.[K+].[K+], predict the reaction product. The product is: [CH3:14][S:15]([C:2]1[CH:3]=[CH:4][C:5]2[O:10][CH2:9][CH:8]([CH2:11][OH:12])[O:7][C:6]=2[CH:13]=1)(=[O:17])=[O:16]. (6) Given the reactants [I-:1].[I-].[I-].[CH2:4]([N:7]([C:11]1[CH:12]=[CH:13][C:14]2[C:23]([CH:24]=1)=[S+:22][C:21]1[C:16](=[CH:17][CH:18]=[CH:19][CH:20]=1)[N:15]=2)[CH2:8][CH2:9][CH3:10])[CH2:5][CH3:6].C(N([C:32]1[CH:33]=[CH:34][C:35]2C(C=1)=[S+]C1[C:37](=[CH:38][CH:39]=[CH:40]C=1)[N:36]=2)CCC)CC.C(N(C1C=CC2C(C=1)=[S+]C1C(=CC=CC=1)N=2)CCC)CC.C(NCCCC)CCC, predict the reaction product. The product is: [I-:1].[CH2:35]([N:36]([C:19]1[CH:18]=[CH:17][C:16]2[C:21]([CH:20]=1)=[S+:22][C:23]1[C:14](=[CH:13][CH:12]=[C:11]([N:7]([CH2:8][CH2:9][CH3:10])[CH2:4][CH2:5][CH3:6])[CH:24]=1)[N:15]=2)[CH2:37][CH2:38][CH2:39][CH3:40])[CH2:34][CH2:33][CH3:32].